Dataset: HIV replication inhibition screening data with 41,000+ compounds from the AIDS Antiviral Screen. Task: Binary Classification. Given a drug SMILES string, predict its activity (active/inactive) in a high-throughput screening assay against a specified biological target. (1) The molecule is CCOC(=O)c1ccc(-n2nc(C)cc(Cl)c2=O)cc1. The result is 0 (inactive). (2) The compound is Cc1cccc(NC(=S)NN=C2C(=O)Nc3ccccc32)c1. The result is 0 (inactive). (3) The compound is CC1=C2c3c(C)ccc4ccc(C)c(c34)C2(O)C(C)C1=O. The result is 0 (inactive). (4) The drug is CC[P+](C#Cc1ccccc1)(c1ccccc1)c1ccccc1.[I-]. The result is 0 (inactive). (5) The molecule is Brc1cnc2nsnc2c1. The result is 0 (inactive). (6) The drug is O=c1c2ccccc2n2nnc3cccc1c32. The result is 0 (inactive).